From a dataset of Drug-target binding data from BindingDB using IC50 measurements. Regression. Given a target protein amino acid sequence and a drug SMILES string, predict the binding affinity score between them. We predict pIC50 (pIC50 = -log10(IC50 in M); higher means more potent). Dataset: bindingdb_ic50. (1) The compound is CC(NC(=O)[C@@H](N)Cc1ccccc1)P(=O)(Oc1ccccc1)Oc1ccccc1. The target protein (P27487) has sequence MKTPWKVLLGLLGAAALVTIITVPVVLLNKGTDDATADSRKTYTLTDYLKNTYRLKLYSLRWISDHEYLYKQENNILVFNAEYGNSSVFLENSTFDEFGHSINDYSISPDGQFILLEYNYVKQWRHSYTASYDIYDLNKRQLITEERIPNNTQWVTWSPVGHKLAYVWNNDIYVKIEPNLPSYRITWTGKEDIIYNGITDWVYEEEVFSAYSALWWSPNGTFLAYAQFNDTEVPLIEYSFYSDESLQYPKTVRVPYPKAGAVNPTVKFFVVNTDSLSSVTNATSIQITAPASMLIGDHYLCDVTWATQERISLQWLRRIQNYSVMDICDYDESSGRWNCLVARQHIEMSTTGWVGRFRPSEPHFTLDGNSFYKIISNEEGYRHICYFQIDKKDCTFITKGTWEVIGIEALTSDYLYYISNEYKGMPGGRNLYKIQLSDYTKVTCLSCELNPERCQYYSVSFSKEAKYYQLRCSGPGLPLYTLHSSVNDKGLRVLEDNSAL.... The pIC50 is 3.3. (2) The drug is CC(=O)c1sc(-c2ccc(OCCCOc3ccc4c(c3)CC[C@H]4CC(=O)O)nc2)nc1C. The target protein (P35396) has sequence MEQPQEETPEAREEEKEEVAMGDGAPELNGGPEHTLPSSSCADLSQNSSPSSLLDQLQMGCDGASGGSLNMECRVCGDKASGFHYGVHACEGCKGFFRRTIRMKLEYEKCDRICKIQKKNRNKCQYCRFQKCLALGMSHNAIRFGRMPEAEKRKLVAGLTASEGCQHNPQLADLKAFSKHIYNAYLKNFNMTKKKARSILTGKSSHNAPFVIHDIETLWQAEKGLVWKQLVNGLPPYNEISVHVFYRCQSTTVETVRELTEFAKNIPNFSSLFLNDQVTLLKYGVHEAIFAMLASIVNKDGLLVANGSGFVTHEFLRSLRKPFSDIIEPKFEFAVKFNALELDDSDLALFIAAIILCGDRPGLMNVPQVEAIQDTILRALEFHLQVNHPDSQYLFPKLLQKMADLRQLVTEHAQMMQWLKKTESETLLHPLLQEIYKDMY. The pIC50 is 5.9. (3) The compound is CC(=O)S[C@@H]1CC2=CC(=O)CC[C@]2(C)[C@H]2CC[C@@]3(C)[C@@H](CC[C@@]34CCC(=O)O4)[C@@H]21. The target protein (P08183) has sequence MDLEGDRNGGAKKKNFFKLNNKSEKDKKEKKPTVSVFSMFRYSNWLDKLYMVVGTLAAIIHGAGLPLMMLVFGEMTDIFANAGNLEDLMSNITNRSDINDTGFFMNLEEDMTRYAYYYSGIGAGVLVAAYIQVSFWCLAAGRQIHKIRKQFFHAIMRQEIGWFDVHDVGELNTRLTDDVSKINEGIGDKIGMFFQSMATFFTGFIVGFTRGWKLTLVILAISPVLGLSAAVWAKILSSFTDKELLAYAKAGAVAEEVLAAIRTVIAFGGQKKELERYNKNLEEAKRIGIKKAITANISIGAAFLLIYASYALAFWYGTTLVLSGEYSIGQVLTVFFSVLIGAFSVGQASPSIEAFANARGAAYEIFKIIDNKPSIDSYSKSGHKPDNIKGNLEFRNVHFSYPSRKEVKILKGLNLKVQSGQTVALVGNSGCGKSTTVQLMQRLYDPTEGMVSVDGQDIRTINVRFLREIIGVVSQEPVLFATTIAENIRYGRENVTMDEI.... The pIC50 is 4.6. (4) The compound is O=C(Nc1ccc(Oc2ccc(C(F)(F)F)cc2)cc1)c1ccc2nn[nH]c2c1O. The target protein (O42772) has sequence MALRLATRRFAPIAFRRGMATTIEHTKEPISATAEALSASRPPIKETKTSTVKEPQMDADAKTKTFHIYRWNPDQPTDKPRMQSYTLDLNKTGPMMLDALIRIKNEVDPTLTFRRSCREGICGSCAMNIDGVNTLACLCRIPTDTAKETRIYPLPHTYVVKDLVPDMTQFYKQYKSIKPYLQRDTAPPDGKENRQSVADRKKLDGLYECILCACCSTSCPSYWWNSEEYLGPAVLLQSYRWINDSRDEKTAQRKDALNNSMSLYRCHTILNCSRTCPKGLNPALAIAEIKKSMAFTG. The pIC50 is 5.7. (5) The drug is O=P(O)(O)O[C@H]1[C@H](OP(=O)(O)O)[C@@H](OP(=O)(O)O)[C@@H](OP(=O)(O)O)[C@@H](OP(=O)(O)O)[C@@H]1OP(=O)(O)OP(=O)(O)O. The target protein (P17442) has sequence MKFGKYLEARQLELAEYNSHFIDYKALKKLIKQLAIPTLKASSDLDLHLTLDDIDEKIIHQRLQENKAAFFFKLERELEKVNGYYLARESDLRIKFNILHSKYKDYKINGKLNSNQATSFKNLYAAFKKFQKDLRNLEQYVELNKTGFSKALKKWDKRSQSHDKDFYLATVVSIQPIFTRDGPLKLNDETLHILLELNDIDNNNRRADIQSSTFTNDDDDDNNTSNNNKHNNNNNNNNNNNNNNNNNNILHNNYELTTSKISENQLEHLFQASSSSLDMEMEIENWYKEILNIATVKDVQRKHALLRNFRETKIFTYLLQNSSESFHKNVFSLLKECLTTLFLLLVASPLDDNSLHIFYKSNQDHIDLSYCDEDDQVFSRKNVFHEAASCPEKSRLFILDEALTTSKLSKETVQKLLNAQDIHSRVPLHYAAELGKLEFVHSLLITNLLEDVDPIDSDSKTPLVLAITNNHIDVVRDLLTIGGANASPIEKPILDYSKNV.... The pIC50 is 4.5. (6) The target protein sequence is MSKKISGGSVVEMQGDEMTRIIWELIKEKLIFPYVELDLHSYDLGIENRDATNDQVTKDAAEAIKKHNVGVKCATITPDEKRVEEFKLKQMWKSPNGTIRNILGGTVFREAIICKNIPRLVSGWVKPIIIGHHAYGDQYRATDFVVPGPGKVEITYTPSDGTQKVTYLVHNFEEGGGVAMGMYNQDKSIEDFAHSSFQMALSKGWPLYLSTKNTILKKYDGRFKDIFQEIYDKQYKSQFEAQKIWYEHRLIDDMVAQAMKSEGGFIWACKNYDGDVQSDSVAQGYGSLGMMTSVLVCPDGKTVEAEAAHGTVTRHYRMYQKGQETSTNPIASIFAWTRGLAHRAKLDNNKELAFFANALEEVSIETIEAGFMTKDLAACIKGLPNVQRSDYLNTFEFMDKLGENLKIKLAQAKL. The compound is CC(Nc1nccc(N2C(=O)OC[C@@H]2[C@@H](C)O)n1)c1nc(-c2ccc(F)c(OC(F)(F)F)c2)no1. The pIC50 is 5.3. (7) The drug is OC[C@H]1NCC[C@@H](O)[C@@H]1O. The target protein (Q9MYM4) has sequence MMRWPPCSRPLLGVCTLLSLALLGHILLHDLEVVPRELRGFSQDEIHQACQPGASSPECRGSPRAAPTQCDLPPNSRFDCAPDKGITPQQCEARGCCYMPAEWPPDAQMGQPWCFFPPSYPSYRLENLTTTETGYTATLTRAVPTFFPKDIMTLRLDMLMETESRLHFTIKDPANRRYEVPLETPRVYSQAPFTLYSVEFSEEPFGVVVRRKLDGRVLLNTTVAPLFFADQFLQLSTSLPSQHITGLAEHLGSLMLSTNWTKITLWNRDIAPEPNVNLYGSHPFYLVLEDGGLAHGVFLLNSNAMDVVLQPSPALSWRSTGGILDVYIFLGPEPKSVVQQYLDVVGYPFMPPYWGLGFHLCRWGYSTSAITRQVVENMTRAYFPLDVQWNDLDYMDARRDFTFNKDHFGDFPAMVQELHQGGRRYIMIVDPAISSSGPAGTYRPYDEGLRRGVFITNETGQPLIGQVWPGLTAFPDFTNPETLDWWQDMVTEFHAQVPFD.... The pIC50 is 3.3.